Dataset: Forward reaction prediction with 1.9M reactions from USPTO patents (1976-2016). Task: Predict the product of the given reaction. (1) Given the reactants [F:1][C:2]([F:7])([F:6])[C:3]([OH:5])=[O:4].[C:8]([CH2:10][C:11]1([N:22]2[CH:26]=[C:25]([C:27]3[CH:32]=[CH:31][N:30]=[C:29]4[NH:33][CH:34]=[CH:35][C:28]=34)[CH:24]=[N:23]2)[CH2:14][N:13](C(OC(C)(C)C)=O)[CH2:12]1)#[N:9], predict the reaction product. The product is: [NH:33]1[C:29]2=[N:30][CH:31]=[CH:32][C:27]([C:25]3[CH:24]=[N:23][N:22]([C:11]4([CH2:10][C:8]#[N:9])[CH2:12][NH:13][CH2:14]4)[CH:26]=3)=[C:28]2[CH:35]=[CH:34]1.[C:3]([OH:5])([C:2]([F:7])([F:6])[F:1])=[O:4]. (2) Given the reactants [NH:1]1[CH2:6][CH2:5][O:4][CH2:3][C@H:2]1[C:7]([OH:9])=O.C=O.[H][H].[Cl:14][C:15]1[CH:16]=[C:17]2[C:25](=[C:26]([NH2:28])[CH:27]=1)[NH:24][C:23]1[CH:22]=[N:21][CH:20]=[CH:19][C:18]2=1.[CH3:29]CN=C=NCCCN(C)C, predict the reaction product. The product is: [Cl:14][C:15]1[CH:16]=[C:17]2[C:25](=[C:26]([NH:28][C:7]([C@@H:2]3[CH2:3][O:4][CH2:5][CH2:6][N:1]3[CH3:29])=[O:9])[CH:27]=1)[NH:24][C:23]1[CH:22]=[N:21][CH:20]=[CH:19][C:18]2=1. (3) Given the reactants C(Cl)(=O)C(Cl)=O.CS(C)=O.[F:11][C:12]([F:28])([F:27])[O:13][C:14]1[CH:15]=[C:16]([CH:24]=[CH:25][CH:26]=1)[CH2:17][CH:18]([CH:21](O)[CH3:22])[CH2:19]O.C(N(CC)CC)C.[NH2:36][C:37]1[C:41]([C:42]([O:44][CH2:45][CH3:46])=[O:43])=[CH:40][NH:39][N:38]=1.Cl, predict the reaction product. The product is: [CH3:22][C:21]1[N:38]2[N:39]=[CH:40][C:41]([C:42]([O:44][CH2:45][CH3:46])=[O:43])=[C:37]2[N:36]=[CH:19][C:18]=1[CH2:17][C:16]1[CH:24]=[CH:25][CH:26]=[C:14]([O:13][C:12]([F:28])([F:27])[F:11])[CH:15]=1. (4) Given the reactants [NH2:1][CH:2]1[CH2:6][CH2:5][N:4]([C:7]2[CH:12]=[CH:11][C:10]([C:13]3[NH:22][C:21](=[O:23])[C:20]4[C:15](=[CH:16][C:17]([O:26][CH3:27])=[CH:18][C:19]=4[O:24][CH3:25])[N:14]=3)=[CH:9][CH:8]=2)[CH2:3]1.[CH:28]1([CH:31]=O)[CH2:30][CH2:29]1.[H][H], predict the reaction product. The product is: [CH:28]1([CH2:31][NH:1][CH:2]2[CH2:6][CH2:5][N:4]([C:7]3[CH:12]=[CH:11][C:10]([C:13]4[NH:22][C:21](=[O:23])[C:20]5[C:15](=[CH:16][C:17]([O:26][CH3:27])=[CH:18][C:19]=5[O:24][CH3:25])[N:14]=4)=[CH:9][CH:8]=3)[CH2:3]2)[CH2:30][CH2:29]1. (5) The product is: [CH3:16][C:15]1[C:11]2[NH:10][C:6](=[O:7])[NH:5][C:3](=[O:4])[C:2]=2[S:13][CH:14]=1. Given the reactants Cl[C:2](Cl)(Cl)[C:3]([N:5]=[C:6]=[O:7])=[O:4].[NH2:10][C:11]1[C:15]([CH3:16])=[CH:14][S:13]C=1C(OC)=O, predict the reaction product.